This data is from Peptide-MHC class II binding affinity with 134,281 pairs from IEDB. The task is: Regression. Given a peptide amino acid sequence and an MHC pseudo amino acid sequence, predict their binding affinity value. This is MHC class II binding data. (1) The peptide sequence is MSFVTTQPEALAAAA. The MHC is DRB3_0202 with pseudo-sequence DRB3_0202. The binding affinity (normalized) is 0.448. (2) The peptide sequence is AYDTYKSIPSLEAAV. The MHC is DRB1_0404 with pseudo-sequence DRB1_0404. The binding affinity (normalized) is 0.614. (3) The peptide sequence is YDKFLANVSTVRTGK. The MHC is DRB1_0404 with pseudo-sequence DRB1_0404. The binding affinity (normalized) is 0.765. (4) The peptide sequence is YDKFLANVSTNLTGK. The MHC is DRB3_0202 with pseudo-sequence DRB3_0202. The binding affinity (normalized) is 0.891. (5) The peptide sequence is ERFALNPSLLETTEGCQQI. The MHC is DRB1_1501 with pseudo-sequence DRB1_1501. The binding affinity (normalized) is 0.182. (6) The peptide sequence is AKRMIAISAKVARDI. The MHC is DRB4_0101 with pseudo-sequence DRB4_0103. The binding affinity (normalized) is 0.657. (7) The peptide sequence is PGMMMGMFNMLSTVL. The MHC is DRB1_0802 with pseudo-sequence DRB1_0802. The binding affinity (normalized) is 0.600.